From a dataset of Forward reaction prediction with 1.9M reactions from USPTO patents (1976-2016). Predict the product of the given reaction. (1) Given the reactants [F:1][C:2]1[CH:7]=[C:6](B2OC(C)(C)C(C)(C)O2)[CH:5]=[C:4]([F:17])[C:3]=1[C:18]1[N:23]=[C:22]([C:24]([O:26][CH3:27])=[O:25])[CH:21]=[CH:20][C:19]=1[F:28].Br.Br[C:31]1[CH:36]=[CH:35][N:34]=[N:33][CH:32]=1, predict the reaction product. The product is: [F:17][C:4]1[CH:5]=[C:6]([C:31]2[CH:36]=[CH:35][N:34]=[N:33][CH:32]=2)[CH:7]=[C:2]([F:1])[C:3]=1[C:18]1[N:23]=[C:22]([C:24]([O:26][CH3:27])=[O:25])[CH:21]=[CH:20][C:19]=1[F:28]. (2) Given the reactants Br[Mg][C:3]#[C:4][CH3:5].[OH:6][C:7]1[CH:23]=[CH:22][C:10]([CH:11]=[C:12]2[C:17](=[O:18])[O:16][C:15]([CH3:20])([CH3:19])[O:14][C:13]2=[O:21])=[CH:9][CH:8]=1.OS([O-])(=O)=O.[K+], predict the reaction product. The product is: [OH:6][C:7]1[CH:8]=[CH:9][C:10]([CH:11]([CH:12]2[C:13](=[O:21])[O:14][C:15]([CH3:20])([CH3:19])[O:16][C:17]2=[O:18])[C:3]#[C:4][CH3:5])=[CH:22][CH:23]=1.